This data is from Forward reaction prediction with 1.9M reactions from USPTO patents (1976-2016). The task is: Predict the product of the given reaction. (1) Given the reactants [F:1][C:2]1[CH:11]=[C:10]2[C:5]([CH:6]=[CH:7][C:8](=[O:12])[NH:9]2)=[N:4][CH:3]=1.[H-].[Na+].Br[CH2:16][CH:17]1[O:21][CH2:20][CH2:19][O:18]1.O, predict the reaction product. The product is: [O:18]1[CH2:19][CH2:20][O:21][CH:17]1[CH2:16][N:9]1[C:10]2[C:5](=[N:4][CH:3]=[C:2]([F:1])[CH:11]=2)[CH:6]=[CH:7][C:8]1=[O:12]. (2) Given the reactants [N+:1]([C:4]1[CH:9]=[CH:8][C:7]([N:10]2[CH2:15][CH2:14][O:13][CH2:12][CH2:11]2)=[C:6]([C:16]([F:19])([F:18])[F:17])[CH:5]=1)([O-])=O, predict the reaction product. The product is: [F:19][C:16]([F:17])([F:18])[C:6]1[CH:5]=[C:4]([CH:9]=[CH:8][C:7]=1[N:10]1[CH2:11][CH2:12][O:13][CH2:14][CH2:15]1)[NH2:1].